Dataset: Catalyst prediction with 721,799 reactions and 888 catalyst types from USPTO. Task: Predict which catalyst facilitates the given reaction. Reactant: OC(C(F)(F)F)=O.[CH3:8][N:9]([C:23]1[CH:28]=[CH:27][C:26]([N+:29]([O-:31])=[O:30])=[CH:25][CH:24]=1)[CH2:10][CH2:11]OS(C1C=CC(C)=CC=1)(=O)=O.C(N(CC)CC)C.[NH:39]1[CH2:44][CH2:43][O:42][CH2:41][CH2:40]1. Product: [CH3:8][N:9]([CH2:10][CH2:11][N:39]1[CH2:44][CH2:43][O:42][CH2:41][CH2:40]1)[C:23]1[CH:24]=[CH:25][C:26]([N+:29]([O-:31])=[O:30])=[CH:27][CH:28]=1. The catalyst class is: 11.